The task is: Predict the reaction yield, written as a fraction of the theoretical maximum amount of product (1.0 means a 100% yield; for example, 0.34 means a 34% yield).. This data is from Reaction yield outcomes from USPTO patents with 853,638 reactions. The reactants are [CH3:1][O:2][C:3]1[CH:18]=[CH:17][C:6]([C:7]([O:9][CH2:10][C:11]2[CH:16]=[CH:15][CH:14]=[CH:13][CH:12]=2)=[O:8])=[CH:5][C:4]=1[NH:19][S:20]([CH:23]=[CH2:24])(=[O:22])=[O:21].[CH3:25][N:26]1[CH2:31][CH2:30][NH:29][CH2:28][CH2:27]1. The catalyst is C(O)C. The product is [CH3:1][O:2][C:3]1[CH:18]=[CH:17][C:6]([C:7]([O:9][CH2:10][C:11]2[CH:16]=[CH:15][CH:14]=[CH:13][CH:12]=2)=[O:8])=[CH:5][C:4]=1[NH:19][S:20]([CH2:23][CH2:24][N:29]1[CH2:30][CH2:31][N:26]([CH3:25])[CH2:27][CH2:28]1)(=[O:21])=[O:22]. The yield is 0.940.